This data is from Forward reaction prediction with 1.9M reactions from USPTO patents (1976-2016). The task is: Predict the product of the given reaction. (1) Given the reactants [CH3:1][N:2]([CH2:4][CH:5]1[CH2:14][CH2:13][C:12]2[C:7](=[CH:8][CH:9]=[C:10]([OH:15])[CH:11]=2)[CH2:6]1)[CH3:3].[H-].[Na+].[Br:18][C:19]1[CH:26]=[CH:25][C:22]([CH2:23]Br)=[CH:21][CH:20]=1.O, predict the reaction product. The product is: [Br:18][C:19]1[CH:26]=[CH:25][C:22]([CH2:23][O:15][C:10]2[CH:11]=[C:12]3[C:7](=[CH:8][CH:9]=2)[CH2:6][CH:5]([CH2:4][N:2]([CH3:1])[CH3:3])[CH2:14][CH2:13]3)=[CH:21][CH:20]=1. (2) Given the reactants [Cl:1][C:2]1[CH:7]=[CH:6][C:5]([N:8]2[CH2:12][CH2:11][C:10](=[CH2:13])[C:9]2=[O:14])=[CH:4][CH:3]=1.[CH3:15][O:16][CH2:17][CH2:18][N:19]1[CH2:24][CH2:23][NH:22][CH2:21][CH2:20]1, predict the reaction product. The product is: [Cl:1][C:2]1[CH:7]=[CH:6][C:5]([N:8]2[CH2:12][CH2:11][CH:10]([CH2:13][N:22]3[CH2:23][CH2:24][N:19]([CH2:18][CH2:17][O:16][CH3:15])[CH2:20][CH2:21]3)[C:9]2=[O:14])=[CH:4][CH:3]=1. (3) Given the reactants [Cl:1][CH:2]([CH2:6][C:7]1[CH:12]=[CH:11][CH:10]=[CH:9][CH:8]=1)[C:3]([OH:5])=[O:4].CCOC(C)=O.CC(O)=O.[Na+].[Cl-], predict the reaction product. The product is: [Cl:1][C@H:2]([CH2:6][C:7]1[CH:12]=[CH:11][CH:10]=[CH:9][CH:8]=1)[C:3]([OH:5])=[O:4]. (4) The product is: [NH2:27][CH2:26][C:20]1[C:19]([F:35])=[C:18]([O:17][C:11]2[CH:12]=[C:13]([CH:14]=[C:9]([Cl:8])[CH:10]=2)[C:15]#[N:16])[C:23]([CH2:24][CH3:25])=[CH:22][CH:21]=1. Given the reactants C(O)(C(F)(F)F)=O.[Cl:8][C:9]1[CH:10]=[C:11]([O:17][C:18]2[C:19]([F:35])=[C:20]([CH2:26][NH:27]C(=O)OC(C)(C)C)[CH:21]=[CH:22][C:23]=2[CH2:24][CH3:25])[CH:12]=[C:13]([C:15]#[N:16])[CH:14]=1, predict the reaction product. (5) Given the reactants [CH3:1][C:2]1[C:10](=[O:11])[CH2:9][CH2:8][C:7]2([CH3:12])[C:3]=1[CH2:4][CH2:5][C:6]12[O:16][CH2:15][CH2:14][O:13]1.[Li].[CH3:18]I.O, predict the reaction product. The product is: [CH3:1][C:2]1([CH3:18])[C:10](=[O:11])[CH2:9][CH2:8][C@:7]2([CH3:12])[C@H:3]1[CH2:4][CH2:5][C:6]12[O:13][CH2:14][CH2:15][O:16]1.